From a dataset of Forward reaction prediction with 1.9M reactions from USPTO patents (1976-2016). Predict the product of the given reaction. Given the reactants [O:1]=[C:2]1[CH:7]=[CH:6][C:5]([C:8]2[O:12][N:11]=[C:10]([C:13]3[CH:18]=[CH:17][C:16]([C:19]([CH3:25])([CH3:24])[C:20]([F:23])([F:22])[F:21])=[CH:15][CH:14]=3)[N:9]=2)=[CH:4][N:3]1[CH2:26][C:27]1[CH:28]=[C:29]([CH:33]=[CH:34][CH:35]=1)[C:30](Cl)=[O:31].Cl.Cl.[CH:38]1([N:41]2[CH2:46][CH2:45][NH:44][CH2:43][CH2:42]2)[CH2:40][CH2:39]1, predict the reaction product. The product is: [CH:38]1([N:41]2[CH2:46][CH2:45][N:44]([C:30]([C:29]3[CH:28]=[C:27]([CH:35]=[CH:34][CH:33]=3)[CH2:26][N:3]3[CH:4]=[C:5]([C:8]4[O:12][N:11]=[C:10]([C:13]5[CH:14]=[CH:15][C:16]([C:19]([CH3:25])([CH3:24])[C:20]([F:21])([F:22])[F:23])=[CH:17][CH:18]=5)[N:9]=4)[CH:6]=[CH:7][C:2]3=[O:1])=[O:31])[CH2:43][CH2:42]2)[CH2:40][CH2:39]1.